Dataset: Catalyst prediction with 721,799 reactions and 888 catalyst types from USPTO. Task: Predict which catalyst facilitates the given reaction. (1) The catalyst class is: 2. Reactant: [NH2:1][C:2]([C:5]1[N:10]=[CH:9][C:8]([N:11]([CH2:19][C:20]2[CH:25]=[CH:24][CH:23]=[CH:22][CH:21]=2)[CH2:12][C:13]2[CH:18]=[CH:17][CH:16]=[CH:15][CH:14]=2)=[CH:7][CH:6]=1)([CH3:4])[CH3:3].[CH3:26][C:27]([O:30][C:31](O[C:31]([O:30][C:27]([CH3:29])([CH3:28])[CH3:26])=[O:32])=[O:32])([CH3:29])[CH3:28]. Product: [C:27]([O:30][C:31](=[O:32])[NH:1][C:2]([C:5]1[CH:6]=[CH:7][C:8]([N:11]([CH2:19][C:20]2[CH:21]=[CH:22][CH:23]=[CH:24][CH:25]=2)[CH2:12][C:13]2[CH:14]=[CH:15][CH:16]=[CH:17][CH:18]=2)=[CH:9][N:10]=1)([CH3:3])[CH3:4])([CH3:29])([CH3:28])[CH3:26]. (2) Reactant: [CH2:1]([O:3][C:4](=[O:32])[CH:5]([C:10]1[CH:11]=[C:12]([C:22]2[CH:27]=[CH:26][C:25]([C:28]([F:31])([F:30])[F:29])=[CH:24][CH:23]=2)[CH:13]=[C:14]([CH:16]2[CH2:21][CH2:20][NH:19][CH2:18][CH2:17]2)[CH:15]=1)[CH2:6][CH:7]([CH3:9])[CH3:8])[CH3:2].[F:33][C:34]1[CH:35]=[C:36]([CH:39]=[C:40]([F:42])[CH:41]=1)[CH:37]=O.C(O[BH-](OC(=O)C)OC(=O)C)(=O)C.[Na+]. Product: [CH2:1]([O:3][C:4](=[O:32])[CH:5]([C:10]1[CH:11]=[C:12]([C:22]2[CH:27]=[CH:26][C:25]([C:28]([F:29])([F:30])[F:31])=[CH:24][CH:23]=2)[CH:13]=[C:14]([CH:16]2[CH2:17][CH2:18][N:19]([CH2:37][C:36]3[CH:35]=[C:34]([F:33])[CH:41]=[C:40]([F:42])[CH:39]=3)[CH2:20][CH2:21]2)[CH:15]=1)[CH2:6][CH:7]([CH3:9])[CH3:8])[CH3:2]. The catalyst class is: 26. (3) Reactant: CN(C)C=O.[CH3:6][O:7][C:8]1[CH:17]=[C:16]2[C:11]([CH:12]=[CH:13][C:14](=[O:18])[NH:15]2)=[CH:10][CH:9]=1.[H-].[Na+].CS(O[CH2:26][CH2:27][CH2:28][C:29]1([C:42]([O:44][CH2:45][CH3:46])=[O:43])[CH2:34][CH2:33][N:32]([C:35]([O:37][C:38]([CH3:41])([CH3:40])[CH3:39])=[O:36])[CH2:31][CH2:30]1)(=O)=O. Product: [CH3:6][O:7][C:8]1[CH:17]=[C:16]2[C:11]([CH:12]=[CH:13][C:14](=[O:18])[N:15]2[CH2:26][CH2:27][CH2:28][C:29]2([C:42]([O:44][CH2:45][CH3:46])=[O:43])[CH2:34][CH2:33][N:32]([C:35]([O:37][C:38]([CH3:39])([CH3:40])[CH3:41])=[O:36])[CH2:31][CH2:30]2)=[CH:10][CH:9]=1. The catalyst class is: 69. (4) Reactant: [Cl:1][C:2]1[CH:3]=[C:4]([CH2:9][C:10](=[O:12])[CH3:11])[CH:5]=[CH:6][C:7]=1[Cl:8].[N:13]([O-])=[O:14].[Na+].O.O1CCOCC1. Product: [Cl:1][C:2]1[CH:3]=[C:4]([C:9](=[N:13][OH:14])[C:10](=[O:12])[CH3:11])[CH:5]=[CH:6][C:7]=1[Cl:8]. The catalyst class is: 52. (5) Reactant: [H-].[Na+].[NH:3]1[C:11]2[C:6](=[CH:7][C:8]([O:12][C:13]3[N:18]=[CH:17][N:16]=[C:15]([CH2:19][N:20]([CH3:28])[C:21](=[O:27])[O:22][C:23]([CH3:26])([CH3:25])[CH3:24])[CH:14]=3)=[CH:9][CH:10]=2)[CH:5]=[CH:4]1.[CH3:29][N:30]1[C:34]([C:35]([F:38])([F:37])[F:36])=[CH:33][C:32]([NH:39][C:40](=O)[O:41]C2C=CC=CC=2)=[N:31]1.[Cl-].[NH4+]. Product: [CH3:28][N:20]([CH2:19][C:15]1[CH:14]=[C:13]([O:12][C:8]2[CH:7]=[C:6]3[C:11](=[CH:10][CH:9]=2)[N:3]([C:40](=[O:41])[NH:39][C:32]2[CH:33]=[C:34]([C:35]([F:38])([F:36])[F:37])[N:30]([CH3:29])[N:31]=2)[CH:4]=[CH:5]3)[N:18]=[CH:17][N:16]=1)[C:21](=[O:27])[O:22][C:23]([CH3:24])([CH3:25])[CH3:26]. The catalyst class is: 56. (6) Reactant: [F:1][C:2]([F:18])([F:17])[C:3]1[CH:4]=[C:5]([CH:13]([NH:15][CH3:16])[CH3:14])[CH:6]=[C:7]([C:9]([F:12])([F:11])[F:10])[CH:8]=1.C([O-])([O-])=O.[Cs+].[Cs+].[C:25]([Cl:28])(Cl)=[O:26]. Product: [F:1][C:2]([F:17])([F:18])[C:3]1[CH:4]=[C:5]([CH:13]([N:15]([CH3:16])[C:25]([Cl:28])=[O:26])[CH3:14])[CH:6]=[C:7]([C:9]([F:10])([F:11])[F:12])[CH:8]=1. The catalyst class is: 146. (7) Reactant: B1[CH:6]2[CH2:7][CH2:8][CH2:9][CH:2]1[CH2:3][CH2:4][CH2:5]2.C=CCCCCCC.[O-]P([O-])([O-])=O.[K+].[K+].[K+].[K+].[Br-].O.[CH:29]1[C:34]2[CH2:35][CH2:36][CH2:37][CH2:38][C:39](=[O:40])[C:33]=2[CH:32]=[CH:31][C:30]=1OS(C(F)(F)F)(=O)=O. Product: [CH2:8]([C:30]1[CH:31]=[CH:32][C:33]2[C:39](=[O:40])[CH2:38][CH2:37][CH2:36][CH2:35][C:34]=2[CH:29]=1)[CH2:9][CH2:2][CH2:3][CH2:4][CH2:5][CH2:6][CH3:7]. The catalyst class is: 73. (8) The catalyst class is: 2. Product: [CH3:10][O:9][C:8]1[CH:7]=[CH:6][C:5]([C:11]2[CH:15]=[C:14]([CH2:16][CH2:17][CH2:18][N:30]3[CH2:31][CH2:32][N:27]([CH2:20][C:21]4[CH:22]=[CH:23][CH:24]=[CH:25][CH:26]=4)[CH2:28][CH2:29]3)[O:13][N:12]=2)=[CH:4][C:3]=1[O:2][CH3:1]. Reactant: [CH3:1][O:2][C:3]1[CH:4]=[C:5]([C:11]2[CH:15]=[C:14]([CH2:16][CH2:17][CH:18]=O)[O:13][N:12]=2)[CH:6]=[CH:7][C:8]=1[O:9][CH3:10].[CH2:20]([N:27]1[CH2:32][CH2:31][NH:30][CH2:29][CH2:28]1)[C:21]1[CH:26]=[CH:25][CH:24]=[CH:23][CH:22]=1.[BH-](OC(C)=O)(OC(C)=O)OC(C)=O.[Na+]. (9) Reactant: Br[C:2]1[CH:8]=[CH:7][C:5]([NH2:6])=[C:4]([F:9])[CH:3]=1.[OH:10][C:11]1[CH:16]=[CH:15][CH:14]=[CH:13][N:12]=1.OC1C=CC=C2C=1N=CC=C2.C([O-])([O-])=O.[K+].[K+]. Product: [NH2:6][C:5]1[CH:7]=[CH:8][C:2]([N:12]2[CH:13]=[CH:14][CH:15]=[CH:16][C:11]2=[O:10])=[CH:3][C:4]=1[F:9]. The catalyst class is: 156. (10) The catalyst class is: 2. Product: [N:24]1([CH2:23][C:20]2[CH:21]=[CH:22][C:17]([CH2:16][N:14]3[CH:15]=[C:3]4[C:4]([N:5]=[C:6]([C:8]([O:10][CH2:11][CH3:12])=[O:9])[N:7]=[C:2]4[Cl:31])=[N:13]3)=[CH:18][CH:19]=2)[CH:28]=[CH:27][CH:26]=[N:25]1. Reactant: O=[C:2]1[NH:7][C:6]([C:8]([O:10][CH2:11][CH3:12])=[O:9])=[N:5][C:4]2=[N:13][N:14]([CH2:16][C:17]3[CH:22]=[CH:21][C:20]([CH2:23][N:24]4[CH:28]=[CH:27][CH:26]=[N:25]4)=[CH:19][CH:18]=3)[CH:15]=[C:3]12.O=P(Cl)(Cl)[Cl:31].CN(C)C=O.